From a dataset of Forward reaction prediction with 1.9M reactions from USPTO patents (1976-2016). Predict the product of the given reaction. (1) Given the reactants [CH3:1][C:2]1[CH:3]=[C:4]([C:12]2[CH:21]=[CH:20][C:15]3[N:16]=[C:17]([CH3:19])[O:18][C:14]=3[CH:13]=2)[C:5]2[N:6]([N:8]=[C:9]([NH2:11])[N:10]=2)[CH:7]=1.Br[C:23]1[CH:28]=[CH:27][C:26]([N:29]2[CH:33]=[C:32]([CH3:34])[N:31]=[CH:30]2)=[C:25]([O:35][CH3:36])[CH:24]=1.C(Cl)Cl, predict the reaction product. The product is: [CH3:36][O:35][C:25]1[CH:24]=[C:23]([NH:11][C:9]2[N:10]=[C:5]3[C:4]([C:12]4[CH:21]=[CH:20][C:15]5[N:16]=[C:17]([CH3:19])[O:18][C:14]=5[CH:13]=4)=[CH:3][C:2]([CH3:1])=[CH:7][N:6]3[N:8]=2)[CH:28]=[CH:27][C:26]=1[N:29]1[CH:33]=[C:32]([CH3:34])[N:31]=[CH:30]1. (2) Given the reactants C[O:2][C:3]1[C:4]([CH3:36])=[C:5]([C:27]([O:34]C)=[C:28]([O:32][CH3:33])[C:29]=1[O:30][CH3:31])[CH2:6][C:7]1[CH:8]=[CH:9][C:10]([O:21][CH2:22][C:23]([O:25][CH3:26])=[O:24])=[C:11]([CH:20]=1)[C:12]([N:14]1[CH2:19][CH2:18][CH2:17][CH2:16][CH2:15]1)=[O:13].O=[N+]([O-])[O-].[O-][N+](=O)[O-].[O-][N+](=O)[O-].[O-][N+](=O)[O-].[O-][N+](=O)[O-].[O-][N+](=O)[O-].[Ce+4].[NH4+].[NH4+], predict the reaction product. The product is: [CH3:31][O:30][C:29]1[C:3](=[O:2])[C:4]([CH3:36])=[C:5]([CH2:6][C:7]2[CH:8]=[CH:9][C:10]([O:21][CH2:22][C:23]([O:25][CH3:26])=[O:24])=[C:11]([CH:20]=2)[C:12]([N:14]2[CH2:15][CH2:16][CH2:17][CH2:18][CH2:19]2)=[O:13])[C:27](=[O:34])[C:28]=1[O:32][CH3:33]. (3) Given the reactants [Br:1][C:2]1[CH:3]=[C:4]2[C:9](=[CH:10][CH:11]=1)[N:8]=[C:7]([C:12]1[CH:17]=[CH:16][CH:15]=[C:14]([F:18])[CH:13]=1)[CH:6]=[C:5]2O.P(Cl)(Cl)([Cl:22])=O, predict the reaction product. The product is: [Br:1][C:2]1[CH:3]=[C:4]2[C:9](=[CH:10][CH:11]=1)[N:8]=[C:7]([C:12]1[CH:17]=[CH:16][CH:15]=[C:14]([F:18])[CH:13]=1)[CH:6]=[C:5]2[Cl:22]. (4) Given the reactants [Cl:1][C:2]1[CH:3]=[CH:4][C:5]2[CH2:11][S:10](=[O:13])(=[O:12])[NH:9][N:8]=[C:7]([C:14]3[CH:19]=[CH:18][C:17]([F:20])=[CH:16][CH:15]=3)[C:6]=2[CH:21]=1.Br[CH2:23][C:24]#[CH:25], predict the reaction product. The product is: [Cl:1][C:2]1[CH:3]=[CH:4][C:5]2[CH2:11][S:10](=[O:12])(=[O:13])[N:9]([C:23]#[C:24][CH3:25])[N:8]=[C:7]([C:14]3[CH:19]=[CH:18][C:17]([F:20])=[CH:16][CH:15]=3)[C:6]=2[CH:21]=1. (5) Given the reactants [Cl:1][C:2]1[CH:32]=[CH:31][C:5]([O:6][C:7]2[C:12]([F:13])=[CH:11][C:10]([S:14]([N:17]([C:25]3[N:26]=[CH:27][S:28][CH:29]=3)[C:18](=[O:24])[O:19][C:20]([CH3:23])([CH3:22])[CH3:21])(=[O:16])=[O:15])=[C:9]([F:30])[CH:8]=2)=[C:4]([C:33]2[CH:38]=[CH:37][N:36]=[C:35]([CH:39]=O)[CH:34]=2)[CH:3]=1.Cl.[NH:42]1[CH2:45][CH2:44][CH2:43]1.C(O[BH-](OC(=O)C)OC(=O)C)(=O)C.[Na+].C(=O)(O)[O-].[Na+], predict the reaction product. The product is: [N:42]1([CH2:39][C:35]2[CH:34]=[C:33]([C:4]3[CH:3]=[C:2]([Cl:1])[CH:32]=[CH:31][C:5]=3[O:6][C:7]3[C:12]([F:13])=[CH:11][C:10]([S:14]([N:17]([C:25]4[N:26]=[CH:27][S:28][CH:29]=4)[C:18](=[O:24])[O:19][C:20]([CH3:23])([CH3:21])[CH3:22])(=[O:16])=[O:15])=[C:9]([F:30])[CH:8]=3)[CH:38]=[CH:37][N:36]=2)[CH2:45][CH2:44][CH2:43]1. (6) The product is: [F:1][C:2]1[CH:7]=[CH:6][C:5]([O:8][CH2:63][CH2:62][F:61])=[CH:4][C:3]=1[C:9]1[CH:14]=[CH:13][N:12]=[C:11]([CH:15]2[CH2:19][CH2:18][C:17]3([CH2:23][CH2:22][N:21]([CH3:24])[C:20]3=[O:25])[NH:16]2)[CH:10]=1. Given the reactants [F:1][C:2]1[CH:7]=[CH:6][C:5]([OH:8])=[CH:4][C:3]=1[C:9]1[CH:14]=[CH:13][N:12]=[C:11]([C@H:15]2[CH2:19][CH2:18][C@@:17]3([CH2:23][CH2:22][N:21]([CH3:24])[C:20]3=[O:25])[NH:16]2)[CH:10]=1.C1(P(C2C=CC=CC=2)C2C=CC=CC=2)C=CC=CC=1.N(C(OC(C)(C)C)=O)=NC(OC(C)(C)C)=O.[F:61][CH2:62][CH2:63]O, predict the reaction product. (7) Given the reactants O=P(Cl)(Cl)Cl.FC(F)(F)[C:8]([O-])=[O:9].C[NH2+]CC1C=CC(C2N=CC3N4C(NC(=O)CC=3)CCC=24)=CC=1.[C:36]([C:38]1[CH:43]=[CH:42][C:41]([C:44]2[N:45]=[C:46]3[CH:51]=[CH:50][CH:49]=[C:48]([C:52]([O:54][CH3:55])=[O:53])[N:47]3[CH:56]=2)=[CH:40][CH:39]=1)#[N:37], predict the reaction product. The product is: [C:36]([C:38]1[CH:43]=[CH:42][C:41]([C:44]2[N:45]=[C:46]3[CH:51]=[CH:50][CH:49]=[C:48]([C:52]([O:54][CH3:55])=[O:53])[N:47]3[C:56]=2[CH:8]=[O:9])=[CH:40][CH:39]=1)#[N:37]. (8) The product is: [CH2:23]([NH:22][C:51]1[CH:50]=[C:49]([CH:54]=[CH:53][CH:52]=1)[O:48][CH2:47][CH2:46][CH2:45][O:44][C:41]1[CH:42]=[CH:43][C:38]([CH2:37][C@H:33]([O:32][CH3:31])[C:34]([OH:36])=[O:35])=[CH:39][CH:40]=1)[CH3:28]. Given the reactants C(OC(=O)[C@@H](OC)CC1C=CC(OCCCBr)=CC=1)C.C[N:22](C)[C:23]1C=C(O)C=C[CH:28]=1.[CH3:31][O:32][C@@H:33]([CH2:37][C:38]1[CH:43]=[CH:42][C:41]([O:44][CH2:45][CH2:46][CH2:47][O:48][C:49]2[CH:54]=[CH:53][CH:52]=[CH:51][CH:50]=2)=[CH:40][CH:39]=1)[C:34]([OH:36])=[O:35], predict the reaction product. (9) Given the reactants C([O-])(=O)C.[OH-].[K+].[Br-:7].[CH3:8][C:9]([CH2:14][CH2:15]/[CH:16]=[C:17](\[CH3:24])/[CH2:18][CH2:19][CH:20]=[C:21]([CH3:23])[CH3:22])=[CH:10][CH2:11][CH2:12]O, predict the reaction product. The product is: [Br:7][CH2:12][CH2:11]/[CH:10]=[C:9](\[CH3:8])/[CH2:14][CH2:15][CH:16]=[C:17]([CH3:24])[CH2:18][CH2:19][CH:20]=[C:21]([CH3:23])[CH3:22]. (10) Given the reactants [CH3:1][C:2]1([CH3:18])[C:6]([CH3:8])([CH3:7])[O:5][B:4]([C:9]2[CH:10]=[C:11]3[C:15](=[CH:16][CH:17]=2)[NH:14][CH2:13][CH2:12]3)[O:3]1.O=[C:20]1[CH2:25][CH2:24][N:23]([C:26]([O:28][C:29]([CH3:32])([CH3:31])[CH3:30])=[O:27])[CH2:22][CH2:21]1.[BH-](OC(C)=O)(OC(C)=O)OC(C)=O.[Na+].C([O-])(O)=O.[Na+], predict the reaction product. The product is: [CH3:8][C:6]1([CH3:7])[C:2]([CH3:18])([CH3:1])[O:3][B:4]([C:9]2[CH:10]=[C:11]3[C:15](=[CH:16][CH:17]=2)[N:14]([CH:20]2[CH2:25][CH2:24][N:23]([C:26]([O:28][C:29]([CH3:32])([CH3:31])[CH3:30])=[O:27])[CH2:22][CH2:21]2)[CH2:13][CH2:12]3)[O:5]1.